From a dataset of Forward reaction prediction with 1.9M reactions from USPTO patents (1976-2016). Predict the product of the given reaction. (1) Given the reactants [Cl-].[O:2]=[C:3]([NH:14][CH2:15][CH2:16][C:17]1[C:25]2[C:20](=[CH:21][CH:22]=[CH:23][CH:24]=2)[NH:19][C:18]=1[C:26]1[CH:31]=[CH:30][CH:29]=[CH:28][CH:27]=1)[C@@H:4]([NH3+:13])[CH2:5][CH2:6][CH2:7][CH2:8][CH2:9][C:10](=[O:12])[CH3:11].CCN(CC)CC.[C:39]([C:41]1[CH:46]=[CH:45][C:44]([S:47](Cl)(=[O:49])=[O:48])=[CH:43][CH:42]=1)#[N:40], predict the reaction product. The product is: [C:39]([C:41]1[CH:42]=[CH:43][C:44]([S:47]([NH:13][C@@H:4]([CH2:5][CH2:6][CH2:7][CH2:8][CH2:9][C:10](=[O:12])[CH3:11])[C:3]([NH:14][CH2:15][CH2:16][C:17]2[C:25]3[C:20](=[CH:21][CH:22]=[CH:23][CH:24]=3)[NH:19][C:18]=2[C:26]2[CH:27]=[CH:28][CH:29]=[CH:30][CH:31]=2)=[O:2])(=[O:49])=[O:48])=[CH:45][CH:46]=1)#[N:40]. (2) Given the reactants I[C:2]1[CH:3]=[CH:4][C:5]2[N:6]([CH:8]=[C:9]([C:11]3[C:12]([C:17]4[CH:22]=[CH:21][CH:20]=[CH:19][CH:18]=4)=[N:13][O:14][C:15]=3[CH3:16])[N:10]=2)[CH:7]=1.[NH:23]1[CH:27]=[CH:26][N:25]=[CH:24]1, predict the reaction product. The product is: [N:23]1([C:2]2[CH:3]=[CH:4][C:5]3[N:6]([CH:8]=[C:9]([C:11]4[C:12]([C:17]5[CH:22]=[CH:21][CH:20]=[CH:19][CH:18]=5)=[N:13][O:14][C:15]=4[CH3:16])[N:10]=3)[CH:7]=2)[CH:27]=[CH:26][N:25]=[CH:24]1. (3) Given the reactants [C:1]([O:5][C:6]([NH:8][C:9]1[CH:14]=[CH:13][C:12]([C:15]2[CH:19]=[CH:18][S:17][CH:16]=2)=[CH:11][C:10]=1[NH:20][C:21]([C:23]1[CH:28]=[CH:27][C:26]([CH:29]([CH2:33][NH:34][C:35]([NH:37][CH3:38])=[O:36])[C:30](O)=[O:31])=[CH:25][CH:24]=1)=[O:22])=[O:7])([CH3:4])([CH3:3])[CH3:2].CCN=C=NCCCN(C)C.C1C=CC2N(O)N=NC=2C=1.[NH2:60][C:61]1[CH:66]=[CH:65][CH:64]=[CH:63][CH:62]=1, predict the reaction product. The product is: [NH:60]([C:30](=[O:31])[CH:29]([C:26]1[CH:25]=[CH:24][C:23]([C:21]([NH:20][C:10]2[CH:11]=[C:12]([C:15]3[CH:19]=[CH:18][S:17][CH:16]=3)[CH:13]=[CH:14][C:9]=2[NH:8][C:6](=[O:7])[O:5][C:1]([CH3:2])([CH3:3])[CH3:4])=[O:22])=[CH:28][CH:27]=1)[CH2:33][NH:34][C:35]([NH:37][CH3:38])=[O:36])[C:61]1[CH:66]=[CH:65][CH:64]=[CH:63][CH:62]=1. (4) The product is: [NH2:5][C:4]1[C:3]2[C:6]3[O:10][CH:11]4[CH2:16][CH2:15][CH2:14][CH2:13][CH:12]4[C:7]=3[CH:8]=[CH:9][C:2]=2[N:1]=[C:18]([CH3:25])[C:19]=1[C:20]([O:22][CH2:23][CH3:24])=[O:21]. Given the reactants [NH2:1][C:2]1[CH:9]=[CH:8][CH:7]=[C:6]([O:10][CH:11]2[CH2:16][CH2:15][CH2:14][CH:13]=[CH:12]2)[C:3]=1[C:4]#[N:5].O=[C:18]([CH3:25])[CH2:19][C:20]([O:22][CH2:23][CH3:24])=[O:21], predict the reaction product. (5) Given the reactants [CH3:1][O:2][P:3]([Cl:6])([Cl:5])=[O:4].[N:7]1[CH:12]=[CH:11][CH:10]=[CH:9][CH:8]=1, predict the reaction product. The product is: [P:3]([Cl:6])([Cl:5])([O-:4])=[O:2].[CH3:1][N+:7]1[CH:12]=[CH:11][CH:10]=[CH:9][CH:8]=1. (6) Given the reactants [Cl:1][C:2]1[CH:3]=[C:4]([NH:9][NH2:10])[CH:5]=[CH:6][C:7]=1[F:8].[CH3:11][C:12]([O:15][C:16](O[C:16]([O:15][C:12]([CH3:14])([CH3:13])[CH3:11])=[O:17])=[O:17])([CH3:14])[CH3:13].C([O-])([O-])=O.[Na+].[Na+].C(#N)C, predict the reaction product. The product is: [Cl:1][C:2]1[CH:3]=[C:4]([NH:9][NH:10][C:16]([O:15][C:12]([CH3:14])([CH3:13])[CH3:11])=[O:17])[CH:5]=[CH:6][C:7]=1[F:8]. (7) Given the reactants [CH2:1]([O:8][C@H:9]1[C@H:15]([O:16][CH2:17][C:18]2[CH:23]=[CH:22][CH:21]=[CH:20][CH:19]=2)[C@@H:14]([O:24][CH2:25][C:26]2[CH:31]=[CH:30][CH:29]=[CH:28][CH:27]=2)[C@:13]2([C:33]3[CH:38]=[CH:37][C:36]([Cl:39])=[C:35]([CH2:40][C:41]4[CH:46]=[CH:45][C:44]([O:47][CH2:48][CH3:49])=[C:43]([F:50])[CH:42]=4)[CH:34]=3)[O:32][C@@:10]1([C:51]([OH:53])=[O:52])[CH2:11][O:12]2)[C:2]1[CH:7]=[CH:6][CH:5]=[CH:4][CH:3]=1.S(=O)(=O)(O)O.[CH3:59]O, predict the reaction product. The product is: [CH2:1]([O:8][C@H:9]1[C@H:15]([O:16][CH2:17][C:18]2[CH:23]=[CH:22][CH:21]=[CH:20][CH:19]=2)[C@@H:14]([O:24][CH2:25][C:26]2[CH:27]=[CH:28][CH:29]=[CH:30][CH:31]=2)[C@:13]2([C:33]3[CH:38]=[CH:37][C:36]([Cl:39])=[C:35]([CH2:40][C:41]4[CH:46]=[CH:45][C:44]([O:47][CH2:48][CH3:49])=[C:43]([F:50])[CH:42]=4)[CH:34]=3)[O:32][C@@:10]1([C:51]([O:53][CH3:59])=[O:52])[CH2:11][O:12]2)[C:2]1[CH:3]=[CH:4][CH:5]=[CH:6][CH:7]=1. (8) Given the reactants [Br:1][C:2]1[CH:3]=[C:4](F)[C:5]([N+:9]([O-:11])=[O:10])=[C:6]([F:8])[CH:7]=1.[OH-:13].[K+].[CH3:15]O, predict the reaction product. The product is: [Br:1][C:2]1[CH:3]=[C:4]([O:13][CH3:15])[C:5]([N+:9]([O-:11])=[O:10])=[C:6]([F:8])[CH:7]=1.